Dataset: Full USPTO retrosynthesis dataset with 1.9M reactions from patents (1976-2016). Task: Predict the reactants needed to synthesize the given product. (1) Given the product [Br:1][C:2]1[CH:3]=[C:4]2[C:9](=[CH:10][C:11]=1[O:12][CH3:13])[N:8]=[CH:7][N:6]=[C:5]2[Cl:17], predict the reactants needed to synthesize it. The reactants are: [Br:1][C:2]1[CH:3]=[C:4]2[C:9](=[CH:10][C:11]=1[O:12][CH3:13])[N:8]=[CH:7][NH:6][C:5]2=O.S(Cl)([Cl:17])=O. (2) Given the product [CH3:3][C:2]([OH:34])([C:4]#[C:5][C:6]1[CH:7]=[C:8]([C:21]2[CH:22]=[CH:23][C:24]([C@@:27]([OH:33])([CH3:32])[C:28]([F:31])([F:29])[F:30])=[CH:25][CH:26]=2)[CH:9]=[CH:10][C:11]=1[S:12]([C:15]1[CH:20]=[CH:19][CH:18]=[CH:17][CH:16]=1)(=[O:14])=[O:13])[CH3:1], predict the reactants needed to synthesize it. The reactants are: [CH3:1][C:2]([OH:34])([C:4]#[C:5][C:6]1[CH:7]=[C:8]([C:21]2[CH:26]=[CH:25][C:24]([C@:27]([OH:33])([CH3:32])[C:28]([F:31])([F:30])[F:29])=[CH:23][CH:22]=2)[CH:9]=[CH:10][C:11]=1[S:12]([C:15]1[CH:20]=[CH:19][CH:18]=[CH:17][CH:16]=1)(=[O:14])=[O:13])[CH3:3].C1N=C(N)C2N=CN([C@@H]3O[C@H](COP(OP(OC[C@H]4O[C@@H](N5C=C(C(N)=O)CC=C5)[C@H](O)[C@@H]4O)(O)=O)(O)=O)[C@@H](O)[C@H]3OP(O)(O)=O)C=2N=1. (3) The reactants are: [CH2:1]([S:3][C:4]1[CH:12]=[CH:11][C:7]([C:8]([OH:10])=[O:9])=[CH:6][CH:5]=1)[CH3:2].S([O-])(O[O-])(=O)=[O:14].[K+].[K+].[OH2:21]. Given the product [CH2:1]([S:3]([C:4]1[CH:12]=[CH:11][C:7]([C:8]([OH:10])=[O:9])=[CH:6][CH:5]=1)(=[O:14])=[O:21])[CH3:2], predict the reactants needed to synthesize it. (4) Given the product [CH3:24][C@H:6]1[CH2:5][NH:4][C@H:9]([CH3:10])[CH2:8][N:7]1[C@H:11]([C:19]1[CH:23]=[CH:22][S:21][CH:20]=1)[C:12]1[CH:13]=[C:14]([OH:18])[CH:15]=[CH:16][CH:17]=1, predict the reactants needed to synthesize it. The reactants are: C([N:4]1[C@H:9]([CH3:10])[CH2:8][N:7]([C@H:11]([C:19]2[CH:23]=[CH:22][S:21][CH:20]=2)[C:12]2[CH:13]=[C:14]([OH:18])[CH:15]=[CH:16][CH:17]=2)[C@@H:6]([CH3:24])[CH2:5]1)C=C. (5) Given the product [Cl:13][C:10]1[C:9]2[C:4](=[CH:5][CH:6]=[C:7]([F:14])[CH:8]=2)[N:3]=[C:2]([C:18]2[CH:19]=[N:20][CH:21]=[C:16]([F:15])[CH:17]=2)[C:11]=1[CH3:12], predict the reactants needed to synthesize it. The reactants are: Cl[C:2]1[C:11]([CH3:12])=[C:10]([Cl:13])[C:9]2[C:4](=[CH:5][CH:6]=[C:7]([F:14])[CH:8]=2)[N:3]=1.[F:15][C:16]1[CH:17]=[C:18](B(O)O)[CH:19]=[N:20][CH:21]=1.C(=O)([O-])[O-].[Na+].[Na+].O. (6) Given the product [CH2:5]([N:12]1[CH:16]=[C:15]([C:17]2[CH:22]=[C:21]([F:23])[CH:20]=[CH:19][C:18]=2[F:24])[N:14]=[C:13]1[C@@H:25]([CH:26]1[CH2:31][CH2:30][O:29][CH2:28][CH2:27]1)[N:32]([CH2:33][C@H:34]1[C@@H:38]([F:39])[CH2:37][N:36]([C:40]([O:42][CH2:43][C:44]2[CH:49]=[CH:48][CH:47]=[CH:46][CH:45]=2)=[O:41])[CH2:35]1)[C:1]([NH:57][C@@H:58]([CH3:59])[CH2:60][OH:61])=[O:2])[C:6]1[CH:11]=[CH:10][CH:9]=[CH:8][CH:7]=1, predict the reactants needed to synthesize it. The reactants are: [C:1](Cl)(Cl)=[O:2].[CH2:5]([N:12]1[CH:16]=[C:15]([C:17]2[CH:22]=[C:21]([F:23])[CH:20]=[CH:19][C:18]=2[F:24])[N:14]=[C:13]1[C@H:25]([NH:32][CH2:33][C@H:34]1[C@@H:38]([F:39])[CH2:37][N:36]([C:40]([O:42][CH2:43][C:44]2[CH:49]=[CH:48][CH:47]=[CH:46][CH:45]=2)=[O:41])[CH2:35]1)[CH:26]1[CH2:31][CH2:30][O:29][CH2:28][CH2:27]1)[C:6]1[CH:11]=[CH:10][CH:9]=[CH:8][CH:7]=1.C(N(CC)CC)C.[NH2:57][C@H:58]([CH2:60][OH:61])[CH3:59].